Dataset: Full USPTO retrosynthesis dataset with 1.9M reactions from patents (1976-2016). Task: Predict the reactants needed to synthesize the given product. (1) Given the product [CH3:19][C:20]1[S:21][CH:22]=[C:23]([C:25]2[CH:31]=[CH:30][C:28]([NH:29][C:2]3[C:7]([N+:8]([O-:10])=[O:9])=[CH:6][CH:5]=[C:4]([Cl:11])[N:3]=3)=[CH:27][CH:26]=2)[N:24]=1, predict the reactants needed to synthesize it. The reactants are: Cl[C:2]1[C:7]([N+:8]([O-:10])=[O:9])=[CH:6][CH:5]=[C:4]([Cl:11])[N:3]=1.C(N(CC)CC)C.[CH3:19][C:20]1[S:21][CH:22]=[C:23]([C:25]2[CH:31]=[CH:30][C:28]([NH2:29])=[CH:27][CH:26]=2)[N:24]=1. (2) Given the product [NH2:30][C:26]1[CH:25]=[C:24]([C:17]2[CH:18]=[N:19][CH:20]=[C:21]([C:16]=2[NH:15][C:12]2[CH:13]=[CH:14][C:9]([O:8][CH2:1][C:2]3[CH:3]=[CH:4][CH:5]=[CH:6][CH:7]=3)=[C:10]([Cl:33])[CH:11]=2)[C:22]#[N:23])[CH:29]=[CH:28][CH:27]=1, predict the reactants needed to synthesize it. The reactants are: [CH2:1]([O:8][C:9]1[CH:14]=[CH:13][C:12]([NH:15][C:16]2[C:21]([C:22]#[N:23])=[CH:20][N:19]=[CH:18][C:17]=2[C:24]2[CH:29]=[CH:28][CH:27]=[C:26]([N+:30]([O-])=O)[CH:25]=2)=[CH:11][C:10]=1[Cl:33])[C:2]1[CH:7]=[CH:6][CH:5]=[CH:4][CH:3]=1.C(O)(=O)C. (3) Given the product [N:14]1([C:3]2[CH:4]=[CH:5][C:6]([CH2:9][C:10]([O:12][CH3:13])=[O:11])=[C:7]([CH3:20])[CH:8]=2)[CH2:19][CH2:18][CH2:17][CH2:16][CH2:15]1, predict the reactants needed to synthesize it. The reactants are: BrC[C:3]1[CH:8]=[CH:7][C:6]([CH2:9][C:10]([O:12][CH3:13])=[O:11])=[CH:5][CH:4]=1.[NH:14]1[CH2:19][CH2:18][CH2:17][CH2:16][CH2:15]1.[CH3:20]O. (4) Given the product [C:13]([NH2:15])(=[O:14])[C:12]1[CH:24]=[CH:25][CH:26]=[CH:10][CH:11]=1, predict the reactants needed to synthesize it. The reactants are: NC1C=CC(C)=CC=1.N[C:10]1[CH:11]=[C:12]([CH:24]=[CH:25][C:26]=1OC)[C:13]([NH:15]C1C=CC(F)=C(F)C=1)=[O:14]. (5) Given the product [CH2:44]([O:22][C:21](=[O:23])[C@H:16]([CH2:17][CH2:18][S:19][CH3:20])[NH:15][C:13](=[O:14])[C:12]1[CH:24]=[CH:25][C:9]([NH:8][CH2:7][C:3]2[CH:2]=[N:1][CH:6]=[CH:5][CH:4]=2)=[CH:10][C:11]=1[C:26]1[CH:27]=[CH:28][CH:29]=[CH:30][CH:31]=1)[CH2:45][CH:46]([CH3:48])[CH3:47], predict the reactants needed to synthesize it. The reactants are: [N:1]1[CH:6]=[CH:5][CH:4]=[C:3]([CH2:7][NH:8][C:9]2[CH:25]=[CH:24][C:12]([C:13]([NH:15][C@H:16]([C:21]([OH:23])=[O:22])[CH2:17][CH2:18][S:19][CH3:20])=[O:14])=[C:11]([C:26]3[CH:31]=[CH:30][CH:29]=[CH:28][CH:27]=3)[CH:10]=2)[CH:2]=1.C(N1C=CN=C1)(N1C=CN=C1)=O.[CH2:44](O)[CH2:45][CH:46]([CH3:48])[CH3:47].[O-]CC.[Na+]. (6) The reactants are: [Cl:1][C:2]1[CH:25]=[CH:24][C:5]([NH:6][C:7]2[C:16]3[C:11](=[CH:12][CH:13]=[CH:14][CH:15]=3)[C:10]([CH2:17][C:18]3[CH:23]=[CH:22][N:21]=[CH:20][CH:19]=3)=[N:9][N:8]=2)=[CH:4][CH:3]=1.ClC1C=CC=C(C(OO)=[O:34])C=1.C(=O)([O-])O.[Na+]. Given the product [Cl:1][C:2]1[CH:3]=[CH:4][C:5]([NH:6][C:7]2[C:16]3[C:11](=[CH:12][CH:13]=[CH:14][CH:15]=3)[C:10]([CH2:17][C:18]3[CH:23]=[CH:22][N:21]=[CH:20][CH:19]=3)=[N+:9]([O-:34])[N:8]=2)=[CH:24][CH:25]=1, predict the reactants needed to synthesize it. (7) Given the product [Cl:36][C:37]1[CH:44]=[CH:43][CH:42]=[C:41]([Cl:45])[C:38]=1[CH2:39][C:2]1[CH:3]=[C:4]([NH:13][C:14]2[CH:19]=[CH:18][C:17]([N:20]3[CH2:21][CH2:22][N:23]([C:26]([O:28][C:29]([CH3:30])([CH3:31])[CH3:32])=[O:27])[CH2:24][CH2:25]3)=[CH:16][C:15]=2[O:33][CH3:34])[C:5]2[C:10](=[O:11])[NH:9][N:8]=[CH:7][C:6]=2[N:12]=1, predict the reactants needed to synthesize it. The reactants are: Cl[C:2]1[CH:3]=[C:4]([NH:13][C:14]2[CH:19]=[CH:18][C:17]([N:20]3[CH2:25][CH2:24][N:23]([C:26]([O:28][C:29]([CH3:32])([CH3:31])[CH3:30])=[O:27])[CH2:22][CH2:21]3)=[CH:16][C:15]=2[O:33][CH3:34])[C:5]2[C:10](=[O:11])[NH:9][N:8]=[CH:7][C:6]=2[N:12]=1.[Br-].[Cl:36][C:37]1[CH:44]=[CH:43][CH:42]=[C:41]([Cl:45])[C:38]=1[CH2:39][Zn+]. (8) Given the product [CH3:81][N:72]([C:66]1[CH:67]=[CH:68][CH:69]=[C:70]2[C:65]=1[NH:64][C:63]([C:61]1[S:43][C:44]([CH3:82])([CH2:45][N:46]3[CH2:51][CH2:50][NH:49][CH2:48][CH2:47]3)[CH2:59][N:60]=1)=[CH:71]2)[S:73]([C:76]1[S:77][CH:78]=[CH:79][CH:80]=1)(=[O:75])=[O:74], predict the reactants needed to synthesize it. The reactants are: C1(P(=O)(C2C=CC=CC=2)C2C=CC=CC=2)C=CC=CC=1.FC(F)(F)S(OS(C(F)(F)F)(=O)=O)(=O)=O.C([S:43][C:44]([CH3:82])([CH2:59][NH:60][C:61]([C:63]1[NH:64][C:65]2[C:70]([CH:71]=1)=[CH:69][CH:68]=[CH:67][C:66]=2[N:72]([CH3:81])[S:73]([C:76]1[S:77][CH:78]=[CH:79][CH:80]=1)(=[O:75])=[O:74])=O)[CH2:45][N:46]1[CH2:51][CH2:50][N:49](C(OC(C)(C)C)=O)[CH2:48][CH2:47]1)C1C=CC=CC=1.C(=O)([O-])O.[Na+]. (9) The reactants are: [NH2:1][C:2]1[N:6]([C@@H:7]2[CH2:12][CH2:11][CH2:10][N:9]([C:13](=[O:19])/[CH:14]=[CH:15]/[CH:16]([F:18])[F:17])[CH2:8]2)[N:5]=[C:4]([C:20]2[CH:25]=[CH:24][C:23]([O:26][C:27]3[C:32](F)=[CH:31][C:30]([Cl:34])=[CH:29][N:28]=3)=[CH:22][CH:21]=2)[C:3]=1[C:35]([NH2:37])=[O:36].NC1N([C@@H]2CCCNC2)N=C(C2C=CC(OC3C=CC(Cl)=CN=3)=CC=2)C=1C(N)=O. Given the product [NH2:1][C:2]1[N:6]([C@@H:7]2[CH2:12][CH2:11][CH2:10][N:9]([C:13](=[O:19])/[CH:14]=[CH:15]/[CH:16]([F:17])[F:18])[CH2:8]2)[N:5]=[C:4]([C:20]2[CH:21]=[CH:22][C:23]([O:26][C:27]3[CH:32]=[CH:31][C:30]([Cl:34])=[CH:29][N:28]=3)=[CH:24][CH:25]=2)[C:3]=1[C:35]([NH2:37])=[O:36], predict the reactants needed to synthesize it. (10) Given the product [F:24][C:25]1[CH:26]=[CH:27][C:28]([C@@H:31]([CH3:44])[C:32]([NH:34][C:35]2[CH:36]=[CH:37][C:38]([C:2]3[CH:3]=[CH:4][C:5]4[N:6]([CH:8]=[C:9]([NH:11][C:12]5[C:17]([O:18][CH3:19])=[CH:16][C:15]([S:20]([CH3:23])(=[O:22])=[O:21])=[CH:14][N:13]=5)[N:10]=4)[CH:7]=3)=[CH:39][CH:40]=2)=[O:33])=[CH:29][CH:30]=1, predict the reactants needed to synthesize it. The reactants are: Br[C:2]1[CH:3]=[CH:4][C:5]2[N:6]([CH:8]=[C:9]([NH:11][C:12]3[C:17]([O:18][CH3:19])=[CH:16][C:15]([S:20]([CH3:23])(=[O:22])=[O:21])=[CH:14][N:13]=3)[N:10]=2)[CH:7]=1.[F:24][C:25]1[CH:30]=[CH:29][C:28]([CH:31]([CH3:44])[C:32]([NH:34][C:35]2[CH:40]=[CH:39][C:38](B(O)O)=[CH:37][CH:36]=2)=[O:33])=[CH:27][CH:26]=1.C(=O)([O-])[O-].[K+].[K+].